This data is from Catalyst prediction with 721,799 reactions and 888 catalyst types from USPTO. The task is: Predict which catalyst facilitates the given reaction. (1) Reactant: [NH2:1][C:2]1[C:3]([C:9]2[CH:21]=[CH:20][C:12]([C:13]([O:15][C:16]([CH3:19])([CH3:18])[CH3:17])=[O:14])=[C:11]([F:22])[CH:10]=2)=[N:4][C:5](Br)=[CH:6][N:7]=1.C(Cl)Cl.[C:26]1(B2OC(C)(C)C(C)(C)O2)[CH2:31][CH2:30][CH2:29][CH2:28]C=1.C(OCC)(=[O:43])C. Product: [NH2:1][C:2]1[C:3]([C:9]2[CH:21]=[CH:20][C:12]([C:13]([O:15][C:16]([CH3:19])([CH3:18])[CH3:17])=[O:14])=[C:11]([F:22])[CH:10]=2)=[N:4][C:5]([C:30]2[CH2:31][CH2:26][O:43][CH2:28][CH:29]=2)=[CH:6][N:7]=1. The catalyst class is: 438. (2) Reactant: C[Si](I)(C)C.[CH2:6]([O:8][C:9]([C:11]1[CH:44]=[CH:43][C:14]([O:15][C:16]2[CH:17]=[C:18]([CH:34]=[C:35]([O:37][C@@H:38]([CH3:42])[CH2:39][O:40]C)[CH:36]=2)[C:19]([NH:21][C:22]2[CH:26]=[CH:25][N:24](C(OC(C)(C)C)=O)[N:23]=2)=[O:20])=[CH:13][CH:12]=1)=[O:10])[CH3:7].S([O-])([O-])(=O)=S.[Na+].[Na+]. Product: [OH:40][CH2:39][C@H:38]([CH3:42])[O:37][C:35]1[CH:36]=[C:16]([CH:17]=[C:18]([C:19]([NH:21][C:22]2[CH:26]=[CH:25][NH:24][N:23]=2)=[O:20])[CH:34]=1)[O:15][C:14]1[CH:13]=[CH:12][C:11]([C:9]([O:8][CH2:6][CH3:7])=[O:10])=[CH:44][CH:43]=1. The catalyst class is: 10. (3) Reactant: [OH:1][C:2]1[CH:10]=[CH:9][CH:8]=[CH:7][C:3]=1[CH:4]=[N:5]O.[ClH:11]. Product: [ClH:11].[OH:1][C:2]1[CH:10]=[CH:9][CH:8]=[CH:7][C:3]=1[CH2:4][NH2:5]. The catalyst class is: 50. (4) Reactant: [OH:1][C:2]([C:4]([F:7])([F:6])[F:5])=[O:3].[CH:8]1([NH:12][C:13]2[N:14]=[C:15]3[CH2:38][CH2:37][NH:36][CH2:35][C:16]3=[N:17][C:18]=2[N:19]2[CH2:24][CH2:23][CH:22]([O:25][C:26]3[CH:31]=[CH:30][C:29]([O:32][CH3:33])=[CH:28][C:27]=3[F:34])[CH2:21][CH2:20]2)[CH2:11][CH2:10][CH2:9]1.[CH3:39][N:40]([CH3:44])[C:41](Cl)=[O:42].C(N(CC)CC)C. Product: [CH:8]1([NH:12][C:13]2[N:14]=[C:15]3[CH2:38][CH2:37][N:36]([C:41]([N:40]([CH3:44])[CH3:39])=[O:42])[CH2:35][C:16]3=[N:17][C:18]=2[N:19]2[CH2:20][CH2:21][CH:22]([O:25][C:26]3[CH:31]=[CH:30][C:29]([O:32][CH3:33])=[CH:28][C:27]=3[F:34])[CH2:23][CH2:24]2)[CH2:11][CH2:10][CH2:9]1.[C:2]([OH:3])([C:4]([F:7])([F:6])[F:5])=[O:1]. The catalyst class is: 2. (5) Reactant: [CH3:1][C:2]1[O:3][C:4]2[C:9]([C:10](=[O:12])[CH:11]=1)=[CH:8][CH:7]=[CH:6][C:5]=2[CH:13]=O.[CH3:15][O:16][C:17]1[CH:22]=[CH:21][CH:20]=[CH:19][C:18]=1[C:23](=[O:28])[CH2:24][C:25](=[O:27])[CH3:26].C(O)(=O)C.N1CCCCC1. Product: [CH3:15][O:16][C:17]1[CH:22]=[CH:21][CH:20]=[CH:19][C:18]=1[C:23](=[O:28])[C:24](=[CH:13][C:5]1[CH:6]=[CH:7][CH:8]=[C:9]2[C:4]=1[O:3][C:2]([CH3:1])=[CH:11][C:10]2=[O:12])[C:25](=[O:27])[CH3:26]. The catalyst class is: 4. (6) Reactant: C([O-])(=O)C.[Pb+4].C([O-])(=O)C.C([O-])(=O)C.C([O-])(=O)C.[Cl:18][C:19]1[CH:20]=[C:21]2[C:25](=[CH:26][CH:27]=1)[C@@H:24]([NH:28][C@H](C1C=CC=CC=1)CO)[CH2:23][C:22]2([CH3:39])[CH3:38].C(=O)([O-])[O-].[Na+].[Na+].C(Cl)Cl. Product: [ClH:18].[Cl:18][C:19]1[CH:20]=[C:21]2[C:25](=[CH:26][CH:27]=1)[C@@H:24]([NH2:28])[CH2:23][C:22]2([CH3:39])[CH3:38]. The catalyst class is: 24. (7) Reactant: [C:1]([C:4]1[CH:9]=[CH:8][C:7]([Cl:10])=[CH:6][C:5]=1/[CH:11]=[CH:12]/[C:13]([O:15]C(C)(C)C)=[O:14])(=[O:3])[CH3:2]. Product: [C:1]([C:4]1[CH:9]=[CH:8][C:7]([Cl:10])=[CH:6][C:5]=1/[CH:11]=[CH:12]/[C:13]([OH:15])=[O:14])(=[O:3])[CH3:2]. The catalyst class is: 137. (8) Reactant: C[Mg]I.[CH2:4](N(CC)CC)C.C(O[C:14]([C:16]1[CH:20]=[C:19]([C:21]2[CH:26]=[CH:25][CH:24]=[C:23]([C:27]([F:30])([F:29])[F:28])[CH:22]=2)[O:18][N:17]=1)=[O:15])C.Cl. Product: [F:30][C:27]([F:28])([F:29])[C:23]1[CH:22]=[C:21]([C:19]2[O:18][N:17]=[C:16]([C:14](=[O:15])[CH3:4])[CH:20]=2)[CH:26]=[CH:25][CH:24]=1. The catalyst class is: 11.